Dataset: Experimentally validated miRNA-target interactions with 360,000+ pairs, plus equal number of negative samples. Task: Binary Classification. Given a miRNA mature sequence and a target amino acid sequence, predict their likelihood of interaction. (1) Result: 0 (no interaction). The miRNA is hsa-miR-6864-5p with sequence UUGAAGGGACAAGUCAGAUAUGCC. The protein sequence of the target gene is MTSDQDAKVVAEPQAQRVQEGKDSSHLMNGPISQTTSQTRSLPALTQVPTTKVSELNPNAKVWGTHMLHLEASSAAVGVNAAWEEAPGHPTDCDQQVLGLDANGDGDKSRENAALPDAQEAEQTDMSTLALDHSEYEPLPENNDTGGNESQPESQEDPREVLKKTLEFCLSRENLASDMYLISQMDSDQYVPITTVANLDHIKKLSTDVDLIVEVLRSLPLVQVDEKGEKVRPNQNRCIVILREISESTPVEEVEALFKGDNLPKFINCEFAYNDNWFITFETEADAQQAYKYLREEVRT.... (2) The miRNA is hsa-miR-3652 with sequence CGGCUGGAGGUGUGAGGA. The protein sequence of the target gene is MALSEPILPSFATFASPCERGLQERWPRNEPEAGGTDEDLNNVLDFILSMGLDGLGAENPPEPPPQPPPPAFYYPEPGAPPPYSIPAASLGTELLRPDLDPPQGPALHGRFLLAPPGRLVKAEPPEVDGGGYGCAPGLAHGPRGLKLEGAPGATGACMRGPAGRPPPPPDTPPLSPDGPLRIPASGPRNPFPPPFGPGPSFGGPGPALHYGPPAPGAFGLFEDAAAAAAALGLAPPATRGLLTPPSSPLELLEAKPKRGRRSWPRKRAATHTCSYTNCGKTYTKSSHLKAHLRTHTGEKP.... Result: 0 (no interaction). (3) The miRNA is hsa-miR-4670-3p with sequence UGAAGUUACAUCAUGGUCGCUU. The protein sequence of the target gene is MPASAARPRPGPGQPTASPFPLLLLAVLSGPVSGRVPRSVPRTSLPISEADSCLTRFAVPHTYNYSVLLVDPASHTLYVGARDTIFALSLPFSGERPRRIDWMVPEAHRQNCRKKGKKEDECHNFVQILAIANASHLLTCGTFAFDPKCGVIDVSRFQQVERLESGRGKCPFEPAQRSAAVMAGGVLYAATVKNYLGTEPIITRAVGRAEDWIRTDTLPSWLNAPAFVAAVALSPAEWGDEDGDDEIYFFFTETSRAFDSYERIKVPRVARVCAGDLGGRKTLQQRWTTFLKADLLCPGP.... Result: 0 (no interaction). (4) The miRNA is hsa-miR-4446-5p with sequence AUUUCCCUGCCAUUCCCUUGGC. The protein sequence of the target gene is MAAVSMSVVLRQTLWRRRAVAVAALSVSRVPTRSLRTSTWRLAQDQTQDTQLITVDEKLDITTLTGVPEEHIKTRKVRIFVPARNNMQSGVNNTKKWKMEFDTRERWENPLMGWASTADPLSNMVLTFSTKEDAVSFAEKNGWSYDIEERKVPKPKSKSYGANFSWNKRTRVSTK. Result: 0 (no interaction). (5) The miRNA is hsa-miR-6516-5p with sequence UUUGCAGUAACAGGUGUGAGCA. The protein sequence of the target gene is MLVPLAKLSCLAYQCFHALKIKKNYLPLCATRWSSTSTVPRITTHYTIYPRDKDKRWEGVNMERFAEEADVVIVGAGPAGLSAAVRLKQLAVAHEKDIRVCLVEKAAQIGAHTLSGACLDPGAFKELFPDWKEKGAPLNTPVTEDRFGILTEKYRIPVPILPGLPMNNHGNYIVRLGHLVSWMGEQAEALGVEVYPGYAAAEVLFHDDGSVKGIATNDVGIQKDGAPKATFERGLELHAKVTIFAEGCHGHLAKQLYKKFDLRANCEPQTYGIGLKELWVIDEKNWKPGRVDHTVGWPLD.... Result: 0 (no interaction). (6) The miRNA is hsa-miR-548at-3p with sequence CAAAACCGCAGUAACUUUUGU. The protein sequence of the target gene is MSTFEKPQIIVHIQKGLNYTVFDSKWVPCSAKFVTMGNFARGTGVIQVYEIQRGDLKLLREIEKAKPIKCGTFGAASLQQRFLATGDFGGNLHIWNLEAPEMPVYSVKGHKEIINTIDGVGGLGIGEGAPEIVTGSRDGTVKVWDPRQKEDPVANMEPAQGENKRDCWTVAFGNAYNQEERVVCAGYDNGDIKLFDLRNMSLRWETNIKNGVCSLEFDRKDISMNKLVATSLEGKFHVFDMRTQHPTKGFASVTEKAHKSTVWQVRHLPQNREIFLTTGGAGSLHLWKYEYPTQRSKKDS.... Result: 0 (no interaction). (7) The miRNA is hsa-miR-589-5p with sequence UGAGAACCACGUCUGCUCUGAG. The protein sequence of the target gene is MAESSSESDHFRCRDRLSPWAARSTHRGTRSLPTVEVTEKVNTITSTLQDTSRNLRQVDQMLGRYREYSNGQAGAIEHLKESLEQSIDQLRSQRLLRNSGGRSISVTSLSASDLDGGTGSELHHFPPTSPLKDYGDPQGIKRMRSRTGVRFVQETDDMTQLHGFHQSLRDLSSEQIRLGDDFNRELSRRSRSDAETKRALEELTEKLNEAQKQEVVSDRVERRLQELEREMRTERELVERRQDQLGLMSLQLQEALKKQEAKADEHEGAIKNKLRQTETEKNQLEQELELSRRLLNQSEG.... Result: 0 (no interaction).